Dataset: Full USPTO retrosynthesis dataset with 1.9M reactions from patents (1976-2016). Task: Predict the reactants needed to synthesize the given product. Given the product [Cl:50][C:51]1[CH:52]=[CH:53][C:54]([C:57]([F:61])([F:62])[C:58]([NH:6][CH2:7][C:8]2[CH:9]=[C:10]3[C:14](=[CH:15][CH:16]=2)[C:13](=[O:17])[N:12]([CH:18]2[CH2:23][CH2:22][C:21](=[O:24])[NH:20][C:19]2=[O:25])[CH2:11]3)=[O:59])=[CH:55][CH:56]=1, predict the reactants needed to synthesize it. The reactants are: CS(O)(=O)=O.[NH2:6][CH2:7][C:8]1[CH:9]=[C:10]2[C:14](=[CH:15][CH:16]=1)[C:13](=[O:17])[N:12]([CH:18]1[CH2:23][CH2:22][C:21](=[O:24])[NH:20][C:19]1=[O:25])[CH2:11]2.CN(C(ON1N=NC2C=CC=NC1=2)=[N+](C)C)C.F[P-](F)(F)(F)(F)F.[Cl:50][C:51]1[CH:56]=[CH:55][C:54]([C:57]([F:62])([F:61])[C:58](O)=[O:59])=[CH:53][CH:52]=1.C(N(C(C)C)C(C)C)C.